Dataset: NCI-60 drug combinations with 297,098 pairs across 59 cell lines. Task: Regression. Given two drug SMILES strings and cell line genomic features, predict the synergy score measuring deviation from expected non-interaction effect. Drug 2: COC1=NC(=NC2=C1N=CN2C3C(C(C(O3)CO)O)O)N. Synergy scores: CSS=-3.72, Synergy_ZIP=2.45, Synergy_Bliss=1.49, Synergy_Loewe=-2.95, Synergy_HSA=-3.32. Cell line: KM12. Drug 1: CC1=C(C(CCC1)(C)C)C=CC(=CC=CC(=CC(=O)O)C)C.